Dataset: Full USPTO retrosynthesis dataset with 1.9M reactions from patents (1976-2016). Task: Predict the reactants needed to synthesize the given product. (1) The reactants are: [CH2:1]([O:8][C:9]1[CH:14]=[CH:13][C:12]([C:15](=[O:17])[CH3:16])=[CH:11][CH:10]=1)[C:2]1[CH:7]=[CH:6][CH:5]=[CH:4][CH:3]=1.C[Si]([C:22]#[N:23])(C)C.[H-].[Al+3].[Li+].[H-].[H-].[H-].[OH-].[Na+]. Given the product [NH2:23][CH2:22][C:15]([C:12]1[CH:13]=[CH:14][C:9]([O:8][CH2:1][C:2]2[CH:7]=[CH:6][CH:5]=[CH:4][CH:3]=2)=[CH:10][CH:11]=1)([OH:17])[CH3:16], predict the reactants needed to synthesize it. (2) Given the product [Cl:22][C:10]1[C:4]2[O:3][C:2]([F:1])([F:11])[O:6][C:5]=2[CH:7]=[CH:8][CH:9]=1, predict the reactants needed to synthesize it. The reactants are: [F:1][C:2]1([F:11])[O:6][C:5]2[CH:7]=[CH:8][CH:9]=[CH:10][C:4]=2[O:3]1.C([Li])CCC.FC(Cl)(Cl)C([Cl:22])(F)F. (3) The reactants are: [Cl:1][C:2]1[CH:3]=[CH:4][C:5]([O:11]C)=[C:6]([B:8]([OH:10])[OH:9])[CH:7]=1. Given the product [Cl:1][C:2]1[CH:3]=[CH:4][C:5]([OH:11])=[C:6]([B:8]([OH:9])[OH:10])[CH:7]=1, predict the reactants needed to synthesize it.